Dataset: Peptide-MHC class II binding affinity with 134,281 pairs from IEDB. Task: Regression. Given a peptide amino acid sequence and an MHC pseudo amino acid sequence, predict their binding affinity value. This is MHC class II binding data. (1) The peptide sequence is IEENGSMRVFVDVIR. The MHC is DRB4_0101 with pseudo-sequence DRB4_0103. The binding affinity (normalized) is 0.293. (2) The peptide sequence is GELQIVDKIDAAIKI. The MHC is DRB1_0101 with pseudo-sequence DRB1_0101. The binding affinity (normalized) is 0.647. (3) The peptide sequence is DNSFVSAISQTEVKE. The MHC is DRB1_0404 with pseudo-sequence DRB1_0404. The binding affinity (normalized) is 0.566. (4) The peptide sequence is RKPLDNIKDNVGKME. The MHC is DRB1_0101 with pseudo-sequence DRB1_0101. The binding affinity (normalized) is 0.218. (5) The peptide sequence is NKELRLMYVNCVKKN. The MHC is DRB1_0701 with pseudo-sequence DRB1_0701. The binding affinity (normalized) is 0.241. (6) The peptide sequence is EWVAMTKGEGGVWT. The MHC is DRB1_0301 with pseudo-sequence DRB1_0301. The binding affinity (normalized) is 0.0304. (7) The peptide sequence is KKLVGGVVLLGAMLVGQ. The MHC is HLA-DQA10201-DQB10301 with pseudo-sequence HLA-DQA10201-DQB10301. The binding affinity (normalized) is 0.626. (8) The peptide sequence is VAIKSLTERLYVGGPLTNSR. The MHC is DRB1_0404 with pseudo-sequence DRB1_0404. The binding affinity (normalized) is 0.325. (9) The peptide sequence is VTVDAAVLAAIDADA. The MHC is DRB1_0301 with pseudo-sequence DRB1_0301. The binding affinity (normalized) is 0.414. (10) The peptide sequence is GGSLRLSCAASGFTF. The MHC is DRB1_0301 with pseudo-sequence DRB1_0301. The binding affinity (normalized) is 0.444.